From a dataset of Forward reaction prediction with 1.9M reactions from USPTO patents (1976-2016). Predict the product of the given reaction. (1) Given the reactants [CH2:1]([O:8][CH2:9][CH:10]1[CH2:15][CH2:14][CH2:13][CH:12]=[CH:11]1)[C:2]1[CH:7]=[CH:6][CH:5]=[CH:4][CH:3]=1.C(OO)(=[O:18])C.O, predict the reaction product. The product is: [CH2:1]([O:8][CH2:9][CH:10]1[CH2:15][CH2:14][CH:13]2[CH:12]([O:18]2)[CH2:11]1)[C:2]1[CH:7]=[CH:6][CH:5]=[CH:4][CH:3]=1. (2) Given the reactants [NH2:1][CH2:2][C@@H:3]1[C@H:8]([CH3:9])[CH2:7][CH2:6][CH2:5][N:4]1[C:10]([C:12]1[C:17]([C:18]2[CH:19]=[N:20][CH:21]=[CH:22][CH:23]=2)=[CH:16][CH:15]=[C:14]([CH3:24])[N:13]=1)=[O:11].Cl[C:26]1[N:31]=[CH:30][C:29]([Cl:32])=[CH:28][N:27]=1, predict the reaction product. The product is: [Cl:32][C:29]1[CH:28]=[N:27][C:26]([NH:1][CH2:2][C@@H:3]2[C@H:8]([CH3:9])[CH2:7][CH2:6][CH2:5][N:4]2[C:10]([C:12]2[C:17]([C:18]3[CH:19]=[N:20][CH:21]=[CH:22][CH:23]=3)=[CH:16][CH:15]=[C:14]([CH3:24])[N:13]=2)=[O:11])=[N:31][CH:30]=1. (3) Given the reactants [F:1][C:2]([F:17])([F:16])[C:3]1[CH:8]=[CH:7][C:6]([C:9]2[CH:13]=[C:12]([CH:14]=O)[NH:11][N:10]=2)=[CH:5][CH:4]=1.[Br-].[CH2:19]([P+](C1C=CC=CC=1)(C1C=CC=CC=1)C1C=CC=CC=1)[C:20]1[CH:25]=[CH:24][CH:23]=[CH:22][CH:21]=1.C(=O)([O-])[O-].[K+].[K+].O, predict the reaction product. The product is: [C:20]1([CH2:19][CH2:14][C:12]2[NH:11][N:10]=[C:9]([C:6]3[CH:7]=[CH:8][C:3]([C:2]([F:17])([F:16])[F:1])=[CH:4][CH:5]=3)[CH:13]=2)[CH:25]=[CH:24][CH:23]=[CH:22][CH:21]=1. (4) Given the reactants [O:1]=[C:2]1[C:10](=[O:11])[C:9]2[C:4](=[CH:5][CH:6]=[C:7]([S:12](Cl)(=[O:14])=[O:13])[CH:8]=2)[NH:3]1.C1COCC1.[O:21]([CH2:28][C@@H:29]1[CH2:33][CH2:32][CH2:31][NH:30]1)[C:22]1[CH:27]=[CH:26][CH:25]=[CH:24][CH:23]=1.C(N(CC)C(C)C)(C)C, predict the reaction product. The product is: [O:21]([CH2:28][C@@H:29]1[CH2:33][CH2:32][CH2:31][N:30]1[S:12]([C:7]1[CH:8]=[C:9]2[C:4](=[CH:5][CH:6]=1)[NH:3][C:2](=[O:1])[C:10]2=[O:11])(=[O:14])=[O:13])[C:22]1[CH:27]=[CH:26][CH:25]=[CH:24][CH:23]=1. (5) Given the reactants Cl[CH2:2][C:3]1[N:4]=[C:5]([C:8]2[CH:13]=[CH:12][C:11]([NH:14][S:15]([C:18]3[S:22][C:21]4[CH:23]=[CH:24][C:25]([F:27])=[CH:26][C:20]=4[C:19]=3[CH3:28])(=[O:17])=[O:16])=[C:10]([S:29]([CH3:32])(=[O:31])=[O:30])[CH:9]=2)[S:6][CH:7]=1.[I-].[Na+], predict the reaction product. The product is: [F:27][C:25]1[CH:24]=[CH:23][C:21]2[S:22][C:18]([S:15]([NH:14][C:11]3[CH:12]=[CH:13][C:8]([C:5]4[S:6][CH:7]=[C:3]([CH3:2])[N:4]=4)=[CH:9][C:10]=3[S:29]([CH3:32])(=[O:31])=[O:30])(=[O:16])=[O:17])=[C:19]([CH3:28])[C:20]=2[CH:26]=1. (6) Given the reactants [N+:1]([C:4]1[CH:5]=[C:6]([C:10]2[N:11]=[C:12]([NH2:15])[S:13][CH:14]=2)[CH:7]=[CH:8][CH:9]=1)([O-:3])=[O:2].[CH3:16][O:17][C:18]1[CH:19]=[C:20]([S:26](Cl)(=[O:28])=[O:27])[CH:21]=[CH:22][C:23]=1[O:24][CH3:25].CCOC(C)=O, predict the reaction product. The product is: [CH3:16][O:17][C:18]1[CH:19]=[C:20]([S:26]([NH:15][C:12]2[S:13][CH:14]=[C:10]([C:6]3[CH:7]=[CH:8][CH:9]=[C:4]([N+:1]([O-:3])=[O:2])[CH:5]=3)[N:11]=2)(=[O:27])=[O:28])[CH:21]=[CH:22][C:23]=1[O:24][CH3:25].